Dataset: Full USPTO retrosynthesis dataset with 1.9M reactions from patents (1976-2016). Task: Predict the reactants needed to synthesize the given product. (1) Given the product [CH2:49]([N:46]1[CH2:47][CH2:48][N:43]([CH2:41][CH2:40][O:1][C:2]2[CH:3]=[CH:4][C:5]([CH2:6][N:8]([CH:34]([CH3:36])[CH3:35])[C:9]3[CH:14]=[C:13]([O:15][CH3:16])[CH:12]=[CH:11][C:10]=3[CH:17]3[CH2:26][CH2:25][C:24]4[CH:23]=[C:22]([OH:27])[CH:21]=[CH:20][C:19]=4[CH2:18]3)=[CH:37][CH:38]=2)[CH2:44][CH2:45]1)[CH3:50], predict the reactants needed to synthesize it. The reactants are: [OH:1][C:2]1[CH:38]=[CH:37][C:5]([C:6]([N:8]([CH:34]([CH3:36])[CH3:35])[C:9]2[CH:14]=[C:13]([O:15][CH3:16])[CH:12]=[CH:11][C:10]=2[CH:17]2[CH2:26][CH2:25][C:24]3[CH:23]=[C:22]([O:27]C(=O)C(C)(C)C)[CH:21]=[CH:20][C:19]=3[CH2:18]2)=O)=[CH:4][CH:3]=1.Cl[CH2:40][C:41]([N:43]1[CH2:48][CH2:47][N:46]([CH2:49][CH3:50])[CH2:45][CH2:44]1)=O. (2) Given the product [NH2:8][CH2:9][CH:10]([CH3:25])[C:11]([C:13]1[C:14]([CH:22]([CH3:24])[CH3:23])=[N:15][N:16]2[CH:21]=[CH:20][CH:19]=[CH:18][C:17]=12)=[O:12], predict the reactants needed to synthesize it. The reactants are: C([NH:8][CH2:9][CH:10]([CH3:25])[C:11]([C:13]1[C:14]([CH:22]([CH3:24])[CH3:23])=[N:15][N:16]2[CH:21]=[CH:20][CH:19]=[CH:18][C:17]=12)=[O:12])C1C=CC=CC=1. (3) Given the product [N+:37]([C:26]1[CH:27]=[CH:28][C:29]([N:31]2[CH2:32][CH2:33][CH2:34][CH2:35][CH2:36]2)=[CH:30][C:25]=1[C:23]1[CH:24]=[C:19]([O:9][C:5]2[CH:6]=[CH:7][CH:8]=[C:3]([C:2]([F:10])([F:11])[F:1])[CH:4]=2)[N:20]=[CH:21][N:22]=1)([O-:39])=[O:38], predict the reactants needed to synthesize it. The reactants are: [F:1][C:2]([F:11])([F:10])[C:3]1[CH:4]=[C:5]([OH:9])[CH:6]=[CH:7][CH:8]=1.C(=O)([O-])[O-].[K+].[K+].Cl[C:19]1[CH:24]=[C:23]([C:25]2[CH:30]=[C:29]([N:31]3[CH2:36][CH2:35][CH2:34][CH2:33][CH2:32]3)[CH:28]=[CH:27][C:26]=2[N+:37]([O-:39])=[O:38])[N:22]=[CH:21][N:20]=1.